From a dataset of NCI-60 drug combinations with 297,098 pairs across 59 cell lines. Regression. Given two drug SMILES strings and cell line genomic features, predict the synergy score measuring deviation from expected non-interaction effect. (1) Cell line: PC-3. Drug 1: CN1C(=O)N2C=NC(=C2N=N1)C(=O)N. Synergy scores: CSS=2.50, Synergy_ZIP=1.27, Synergy_Bliss=0.962, Synergy_Loewe=-9.25, Synergy_HSA=-3.39. Drug 2: COCCOC1=C(C=C2C(=C1)C(=NC=N2)NC3=CC=CC(=C3)C#C)OCCOC.Cl. (2) Drug 1: CS(=O)(=O)CCNCC1=CC=C(O1)C2=CC3=C(C=C2)N=CN=C3NC4=CC(=C(C=C4)OCC5=CC(=CC=C5)F)Cl. Drug 2: CCC1(CC2CC(C3=C(CCN(C2)C1)C4=CC=CC=C4N3)(C5=C(C=C6C(=C5)C78CCN9C7C(C=CC9)(C(C(C8N6C)(C(=O)OC)O)OC(=O)C)CC)OC)C(=O)OC)O.OS(=O)(=O)O. Cell line: M14. Synergy scores: CSS=0.884, Synergy_ZIP=1.86, Synergy_Bliss=8.71, Synergy_Loewe=0.426, Synergy_HSA=3.77. (3) Drug 1: CC1=C(C(=CC=C1)Cl)NC(=O)C2=CN=C(S2)NC3=CC(=NC(=N3)C)N4CCN(CC4)CCO. Drug 2: CN(CCCl)CCCl.Cl. Cell line: SNB-19. Synergy scores: CSS=13.5, Synergy_ZIP=-7.24, Synergy_Bliss=0.160, Synergy_Loewe=-3.44, Synergy_HSA=-1.71. (4) Cell line: NCI-H460. Drug 2: C1C(C(OC1N2C=NC3=C(N=C(N=C32)Cl)N)CO)O. Synergy scores: CSS=29.0, Synergy_ZIP=-3.49, Synergy_Bliss=-4.73, Synergy_Loewe=-8.44, Synergy_HSA=-6.33. Drug 1: C1=NC2=C(N1)C(=S)N=C(N2)N. (5) Drug 1: CC1=C(C(=CC=C1)Cl)NC(=O)C2=CN=C(S2)NC3=CC(=NC(=N3)C)N4CCN(CC4)CCO. Drug 2: C1=CC=C(C(=C1)C(C2=CC=C(C=C2)Cl)C(Cl)Cl)Cl. Cell line: EKVX. Synergy scores: CSS=2.15, Synergy_ZIP=-2.21, Synergy_Bliss=-4.74, Synergy_Loewe=-11.9, Synergy_HSA=-4.87. (6) Drug 1: C1CC(C1)(C(=O)O)C(=O)O.[NH2-].[NH2-].[Pt+2]. Drug 2: C1CNP(=O)(OC1)N(CCCl)CCCl. Cell line: LOX IMVI. Synergy scores: CSS=9.16, Synergy_ZIP=-1.86, Synergy_Bliss=0.721, Synergy_Loewe=-2.55, Synergy_HSA=-0.524. (7) Drug 1: CNC(=O)C1=CC=CC=C1SC2=CC3=C(C=C2)C(=NN3)C=CC4=CC=CC=N4. Drug 2: CC1C(C(CC(O1)OC2CC(CC3=C2C(=C4C(=C3O)C(=O)C5=CC=CC=C5C4=O)O)(C(=O)C)O)N)O. Cell line: SW-620. Synergy scores: CSS=38.5, Synergy_ZIP=2.64, Synergy_Bliss=2.89, Synergy_Loewe=-13.5, Synergy_HSA=2.43. (8) Drug 1: CCCS(=O)(=O)NC1=C(C(=C(C=C1)F)C(=O)C2=CNC3=C2C=C(C=N3)C4=CC=C(C=C4)Cl)F. Drug 2: CS(=O)(=O)C1=CC(=C(C=C1)C(=O)NC2=CC(=C(C=C2)Cl)C3=CC=CC=N3)Cl. Cell line: UACC-257. Synergy scores: CSS=44.7, Synergy_ZIP=9.02, Synergy_Bliss=9.06, Synergy_Loewe=-8.14, Synergy_HSA=7.80.